Dataset: Peptide-MHC class II binding affinity with 134,281 pairs from IEDB. Task: Regression. Given a peptide amino acid sequence and an MHC pseudo amino acid sequence, predict their binding affinity value. This is MHC class II binding data. (1) The peptide sequence is GELQIHDKIDAAFKI. The MHC is DRB1_0401 with pseudo-sequence DRB1_0401. The binding affinity (normalized) is 0.487. (2) The peptide sequence is SQVHIRRPGGAGRDG. The MHC is HLA-DQA10301-DQB10302 with pseudo-sequence HLA-DQA10301-DQB10302. The binding affinity (normalized) is 0. (3) The peptide sequence is KNLIPSSASPWSWPD. The MHC is DRB1_0301 with pseudo-sequence DRB1_0301. The binding affinity (normalized) is 0.360. (4) The peptide sequence is SKGGMRNVFDEVIPT. The MHC is HLA-DQA10301-DQB10302 with pseudo-sequence HLA-DQA10301-DQB10302. The binding affinity (normalized) is 0.233. (5) The peptide sequence is VGAITTIEDPVLAKK. The MHC is HLA-DPA10301-DPB10402 with pseudo-sequence HLA-DPA10301-DPB10402. The binding affinity (normalized) is 0.359. (6) The binding affinity (normalized) is 0. The MHC is H-2-IAu with pseudo-sequence H-2-IAu. The peptide sequence is ASQKRPSQR. (7) The peptide sequence is ETAYFILKLAGRWPVKVI. The MHC is DRB1_1201 with pseudo-sequence DRB1_1201. The binding affinity (normalized) is 0.324.